This data is from Full USPTO retrosynthesis dataset with 1.9M reactions from patents (1976-2016). The task is: Predict the reactants needed to synthesize the given product. (1) The reactants are: [Cl:1][C:2]1[CH:3]=[CH:4][C:5]([C:30]#[N:31])=[C:6]([S:8][C@@H:9]([C:25]2[S:29][CH:28]=[N:27][CH:26]=2)[CH2:10][C@H:11]2[CH2:15][O:14]C(C)(C)[N:12]2C(OC(C)(C)C)=O)[CH:7]=1.CO. Given the product [ClH:1].[ClH:1].[NH2:12][C@H:11]([CH2:15][OH:14])[CH2:10][C@@H:9]([S:8][C:6]1[CH:7]=[C:2]([Cl:1])[CH:3]=[CH:4][C:5]=1[C:30]#[N:31])[C:25]1[S:29][CH:28]=[N:27][CH:26]=1, predict the reactants needed to synthesize it. (2) Given the product [ClH:38].[ClH:38].[F:1][C:2]1[C:7]([C:8]2[CH:9]=[C:10]([CH2:22][NH:23][CH3:24])[S:11][C:12]=2[S:13]([C:16]2[CH:21]=[CH:20][N:19]=[CH:18][CH:17]=2)(=[O:14])=[O:15])=[CH:6][CH:5]=[CH:4][N:3]=1, predict the reactants needed to synthesize it. The reactants are: [F:1][C:2]1[C:7]([C:8]2[CH:9]=[C:10]([CH2:22][N:23](C)[C:24](=O)OC(C)(C)C)[S:11][C:12]=2[S:13]([C:16]2[CH:21]=[CH:20][N:19]=[CH:18][CH:17]=2)(=[O:15])=[O:14])=[CH:6][CH:5]=[CH:4][N:3]=1.C(OCC)(=O)C.[ClH:38]. (3) Given the product [CH3:31][O:32][C:33]1[C:34](=[O:57])[C:35]([CH3:56])=[C:36]([CH2:42][C:43]2[C:44]([O:52][C:53](=[O:55])[CH3:54])=[C:45]([CH:49]=[CH:50][CH:51]=2)[C:46]([NH:10][C:9]2[CH:11]=[CH:12][C:6]([S:3]([C:2]([F:13])([F:1])[F:14])(=[O:4])=[O:5])=[CH:7][CH:8]=2)=[O:47])[C:37](=[O:41])[C:38]=1[O:39][CH3:40], predict the reactants needed to synthesize it. The reactants are: [F:1][C:2]([F:14])([F:13])[S:3]([C:6]1[CH:12]=[CH:11][C:9]([NH2:10])=[CH:8][CH:7]=1)(=[O:5])=[O:4].C(N(CC)CC)C.[Cl-].ClC1N(C)CC[NH+]1C.[CH3:31][O:32][C:33]1[C:34](=[O:57])[C:35]([CH3:56])=[C:36]([CH2:42][C:43]2[C:44]([O:52][C:53](=[O:55])[CH3:54])=[C:45]([CH:49]=[CH:50][CH:51]=2)[C:46](O)=[O:47])[C:37](=[O:41])[C:38]=1[O:39][CH3:40]. (4) Given the product [OH:7][C:8]1[C:15]([OH:16])=[CH:14][C:11]([C:12]#[N:13])=[C:10]([C:18](=[C:20]([CH3:21])[CH3:22])[CH3:19])[C:9]=1[C:23]#[N:24], predict the reactants needed to synthesize it. The reactants are: [Cl-].[Al+3].[Cl-].[Cl-].[I-].[Na+].[OH:7][C:8]1[C:15]([O:16]C)=[CH:14][C:11]([C:12]#[N:13])=[C:10]([C:18](=[C:20]([CH3:22])[CH3:21])[CH3:19])[C:9]=1[C:23]#[N:24].CC(C)=C(B(O)O)C.Cl.S([O-])([O-])=O.[Na+].[Na+]. (5) Given the product [C:17]([N:14]1[CH2:15][CH2:16][C@@H:12]([NH:11][S:8]([C:6]2[CH:7]=[C:2]([NH:1][C:29]([NH:28][CH2:26][CH3:27])=[O:30])[CH:3]=[CH:4][C:5]=2[O:24][CH3:25])(=[O:9])=[O:10])[CH2:13]1)#[N:33], predict the reactants needed to synthesize it. The reactants are: [NH2:1][C:2]1[CH:3]=[CH:4][C:5]([O:24][CH3:25])=[C:6]([S:8]([NH:11][C@@H:12]2[CH2:16][CH2:15][N:14]([C:17](OC(C)(C)C)=O)[CH2:13]2)(=[O:10])=[O:9])[CH:7]=1.[CH2:26]([N:28]=[C:29]=[O:30])[CH3:27].C([N:33](CC)CC)C.CCN(C(C)C)C(C)C.BrC#N.C(O)C(N)(CO)CO.